From a dataset of Catalyst prediction with 721,799 reactions and 888 catalyst types from USPTO. Predict which catalyst facilitates the given reaction. (1) Reactant: [Si]([O:8][CH2:9][C:10]1[CH:15]=[C:14]([CH2:16][O:17][CH:18]2[CH2:23][CH2:22][CH2:21][CH2:20][O:19]2)[N:13]=[N:12][C:11]=1[O:24][CH3:25])(C(C)(C)C)(C)C.CCCC[N+](CCCC)(CCCC)CCCC.[F-].O. Product: [CH3:25][O:24][C:11]1[N:12]=[N:13][C:14]([CH2:16][O:17][CH:18]2[CH2:23][CH2:22][CH2:21][CH2:20][O:19]2)=[CH:15][C:10]=1[CH2:9][OH:8]. The catalyst class is: 1. (2) Reactant: [Cl:1][C:2]1[CH:3]=[CH:4][C:5]([C:8]2[C:17]3[C:12](=[CH:13][C:14]([O:18][Si](C(C)(C)C)(C)C)=[CH:15][CH:16]=3)[O:11][C:10]([CH3:27])([CH3:26])[CH:9]=2)=[N:6][CH:7]=1.[F-].C([N+](CCCC)(CCCC)CCCC)CCC. Product: [Cl:1][C:2]1[CH:3]=[CH:4][C:5]([C:8]2[C:17]3[C:12](=[CH:13][C:14]([OH:18])=[CH:15][CH:16]=3)[O:11][C:10]([CH3:27])([CH3:26])[CH:9]=2)=[N:6][CH:7]=1. The catalyst class is: 627. (3) The catalyst class is: 6. Reactant: [C:1]([C:5]1[CH:10]=[CH:9][CH:8]=[CH:7][C:6]=1[N:11]1[CH2:16][CH2:15][N:14]([C:17]([C:19]2[CH:20]=[C:21]([O:25][CH2:26][C:27]([O:29]C(C)(C)C)=[O:28])[CH:22]=[N:23][CH:24]=2)=[O:18])[CH2:13][CH2:12]1)([CH3:4])([CH3:3])[CH3:2].FC(F)(F)C(O)=O.[OH-].[Na+]. Product: [C:1]([C:5]1[CH:10]=[CH:9][CH:8]=[CH:7][C:6]=1[N:11]1[CH2:16][CH2:15][N:14]([C:17]([C:19]2[CH:20]=[C:21]([O:25][CH2:26][C:27]([OH:29])=[O:28])[CH:22]=[N:23][CH:24]=2)=[O:18])[CH2:13][CH2:12]1)([CH3:4])([CH3:2])[CH3:3]. (4) Reactant: [CH3:1][O:2][C:3]1[CH:4]=[C:5]([CH:13]([NH2:15])[CH3:14])[CH:6]=[C:7]([O:11][CH3:12])[C:8]=1[O:9][CH3:10].Cl.COC1C=C(C(N)C)C=C(OC)C=1OC.[CH:32]1[N:37]=[C:36](Cl)[C:35]2[N:39]=[CH:40][N:41]([C@@H:42]3[O:46][C@H:45]([CH2:47][OH:48])[C@@H:44]([OH:49])[C@H:43]3[OH:50])[C:34]=2[N:33]=1.C(N(CC)CC)C. Product: [CH3:12][O:11][C:7]1[CH:6]=[C:5]([CH:13]([NH:15][C:36]2[C:35]3[N:39]=[CH:40][N:41]([C:34]=3[N:33]=[CH:32][N:37]=2)[C@@H:42]2[O:46][C@H:45]([CH2:47][OH:48])[C@@H:44]([OH:49])[C@H:43]2[OH:50])[CH3:14])[CH:4]=[C:3]([O:2][CH3:1])[C:8]=1[O:9][CH3:10]. The catalyst class is: 259.